Dataset: Peptide-MHC class I binding affinity with 185,985 pairs from IEDB/IMGT. Task: Regression. Given a peptide amino acid sequence and an MHC pseudo amino acid sequence, predict their binding affinity value. This is MHC class I binding data. (1) The peptide sequence is KSFSAGMFH. The MHC is HLA-A02:16 with pseudo-sequence HLA-A02:16. The binding affinity (normalized) is 0.0847. (2) The peptide sequence is AVRHFPRIW. The MHC is HLA-B08:01 with pseudo-sequence HLA-B08:01. The binding affinity (normalized) is 0.167. (3) The peptide sequence is WRRRWQQL. The MHC is Mamu-A07 with pseudo-sequence Mamu-A07. The binding affinity (normalized) is 0. (4) The peptide sequence is NLAPHLLLI. The MHC is HLA-A02:01 with pseudo-sequence HLA-A02:01. The binding affinity (normalized) is 0.648. (5) The peptide sequence is WRLVYASAV. The MHC is HLA-B39:01 with pseudo-sequence HLA-B39:01. The binding affinity (normalized) is 0.770. (6) The peptide sequence is ISIRPRVTK. The MHC is HLA-A11:01 with pseudo-sequence HLA-A11:01. The binding affinity (normalized) is 0.648. (7) The peptide sequence is LPKRSVMLI. The MHC is HLA-B08:01 with pseudo-sequence HLA-B08:01. The binding affinity (normalized) is 0.125. (8) The peptide sequence is QSDIAGAIH. The MHC is HLA-B35:01 with pseudo-sequence HLA-B35:01. The binding affinity (normalized) is 0.0847. (9) The MHC is HLA-B39:01 with pseudo-sequence HLA-B39:01. The binding affinity (normalized) is 0.0847. The peptide sequence is APSYRNFSF. (10) The peptide sequence is AVLTGGVTL. The MHC is HLA-A32:01 with pseudo-sequence HLA-A32:01. The binding affinity (normalized) is 0.186.